From a dataset of Full USPTO retrosynthesis dataset with 1.9M reactions from patents (1976-2016). Predict the reactants needed to synthesize the given product. (1) Given the product [F:1][C:2]1[CH:24]=[CH:23][CH:22]=[CH:21][C:3]=1[CH2:4][C@H:5]1[CH2:10][C@H:9]([C:11]2[O:15][NH:14][C:13](=[O:16])[CH:12]=2)[CH2:8][CH2:7][NH:6]1, predict the reactants needed to synthesize it. The reactants are: [F:1][C:2]1[CH:24]=[CH:23][CH:22]=[CH:21][C:3]=1[CH2:4][C@H:5]1[CH2:10][C@H:9]([C:11]2[O:15][NH:14][C:13](=[O:16])[CH:12]=2)[CH2:8][CH2:7][N:6]1C(OC)=O. (2) The reactants are: Br[C:2]1[CH:29]=[CH:28][C:5]([CH2:6][N:7]2[CH2:15][C:14]3[CH:13]=[CH:12][N:11]=[C:10]([O:16][C:17]4[C:22]([F:23])=[CH:21][CH:20]=[C:19]([O:24][CH3:25])[C:18]=4[F:26])[C:9]=3[C:8]2=[O:27])=[C:4]([F:30])[CH:3]=1.[CH3:31][N:32]1[CH:36]=[C:35](B2OC(C)(C)C(C)(C)O2)[C:34]([CH3:46])=[N:33]1.C(=O)([O-])[O-].[Na+].[Na+]. Given the product [F:26][C:18]1[C:19]([O:24][CH3:25])=[CH:20][CH:21]=[C:22]([F:23])[C:17]=1[O:16][C:10]1[C:9]2[C:8](=[O:27])[N:7]([CH2:6][C:5]3[CH:28]=[CH:29][C:2]([C:35]4[C:34]([CH3:46])=[N:33][N:32]([CH3:31])[CH:36]=4)=[CH:3][C:4]=3[F:30])[CH2:15][C:14]=2[CH:13]=[CH:12][N:11]=1, predict the reactants needed to synthesize it. (3) The reactants are: [Br:1][C:2]1[CH:3]=[N:4][NH:5][CH:6]=1.C([O-])([O-])=O.[K+].[K+].Br[CH2:14][CH:15]1[CH2:17][CH2:16]1. Given the product [Br:1][C:2]1[CH:3]=[N:4][N:5]([CH2:14][CH:15]2[CH2:17][CH2:16]2)[CH:6]=1, predict the reactants needed to synthesize it. (4) Given the product [CH2:1]([O:3][C:4]([N:6]1[CH2:11][CH2:10][CH:9]([C:12]2[C:20]3[C:15](=[CH:16][CH:17]=[C:18]([O:21][CH3:22])[CH:19]=3)[N:14]([CH2:29][C:26]3[S:25][C:24]([Cl:23])=[CH:28][CH:27]=3)[CH:13]=2)[CH2:8][CH2:7]1)=[O:5])[CH3:2], predict the reactants needed to synthesize it. The reactants are: [CH2:1]([O:3][C:4]([N:6]1[CH2:11][CH2:10][CH:9]([C:12]2[C:20]3[C:15](=[CH:16][CH:17]=[C:18]([O:21][CH3:22])[CH:19]=3)[NH:14][CH:13]=2)[CH2:8][CH2:7]1)=[O:5])[CH3:2].[Cl:23][C:24]1[S:25][C:26]([CH2:29]Cl)=[CH:27][CH:28]=1. (5) Given the product [F:1][C:2]1[CH:11]=[C:10]([F:12])[CH:9]=[C:8]2[C:3]=1[C:4]([NH:27][C:28]1[CH:33]=[CH:32][N:31]=[C:30]([N:34]3[CH2:39][CH2:38][O:37][CH2:36][CH2:35]3)[CH:29]=1)=[C:5]([CH3:26])[C:6]([N:13]1[CH2:14][CH2:15][NH:16][CH2:17][CH2:18]1)=[N:7]2, predict the reactants needed to synthesize it. The reactants are: [F:1][C:2]1[CH:11]=[C:10]([F:12])[CH:9]=[C:8]2[C:3]=1[C:4]([NH:27][C:28]1[CH:33]=[CH:32][N:31]=[C:30]([N:34]3[CH2:39][CH2:38][O:37][CH2:36][CH2:35]3)[CH:29]=1)=[C:5]([CH3:26])[C:6]([N:13]1[CH2:18][CH2:17][N:16](C(OC(C)(C)C)=O)[CH2:15][CH2:14]1)=[N:7]2.C(O)(C(F)(F)F)=O.